Dataset: Reaction yield outcomes from USPTO patents with 853,638 reactions. Task: Predict the reaction yield, written as a fraction of the theoretical maximum amount of product (1.0 means a 100% yield; for example, 0.34 means a 34% yield). (1) The reactants are [CH3:1][N:2]([CH3:28])[C:3]1([C:22]2[CH:27]=[CH:26][CH:25]=[CH:24][CH:23]=2)[CH2:8][CH2:7][C:6]([C:10]#[C:11][CH2:12][CH2:13][CH2:14][O:15][CH:16]2[CH2:21][CH2:20][CH2:19][CH2:18][O:17]2)([OH:9])[CH2:5][CH2:4]1.[NH2:29][C:30]1[C:35](I)=[CH:34][CH:33]=[CH:32][N:31]=1.[Cl-].[Li+].C(=O)([O-])[O-].[Na+].[Na+].[Cl-].[Na+]. The catalyst is CN(C)C=O.C1C=CC(P(C2C=CC=CC=2)[C-]2C=CC=C2)=CC=1.C1C=CC(P(C2C=CC=CC=2)[C-]2C=CC=C2)=CC=1.Cl[Pd]Cl.[Fe+2].C(Cl)Cl.O. The product is [CH3:28][N:2]([CH3:1])[C:3]1([C:22]2[CH:23]=[CH:24][CH:25]=[CH:26][CH:27]=2)[CH2:4][CH2:5][C:6]([C:10]2[NH:29][C:30]3=[N:31][CH:32]=[CH:33][CH:34]=[C:35]3[C:11]=2[CH2:12][CH2:13][CH2:14][O:15][CH:16]2[CH2:21][CH2:20][CH2:19][CH2:18][O:17]2)([OH:9])[CH2:7][CH2:8]1. The yield is 0.280. (2) The reactants are [CH2:1]([C:5]1[N:6]=[C:7]([CH3:27])[NH:8][C:9](=[O:26])[C:10]=1[CH2:11][C:12]1[CH:17]=[CH:16][C:15]([C:18]2[C:19]([C:24]#[N:25])=[CH:20][CH:21]=[CH:22][CH:23]=2)=[CH:14][CH:13]=1)[CH2:2][CH2:3][CH3:4].C(=O)([O-])[O-].[Cs+].[Cs+].Br[CH:35]([C:37]1[CH:42]=[CH:41][CH:40]=[CH:39][CH:38]=1)[CH3:36].CN(C)C(=O)C. The catalyst is C(OCC)(=O)C. The product is [CH2:1]([C:5]1[N:6]=[C:7]([CH3:27])[N:8]([CH:35]([C:37]2[CH:42]=[CH:41][CH:40]=[CH:39][CH:38]=2)[CH3:36])[C:9](=[O:26])[C:10]=1[CH2:11][C:12]1[CH:17]=[CH:16][C:15]([C:18]2[C:19]([C:24]#[N:25])=[CH:20][CH:21]=[CH:22][CH:23]=2)=[CH:14][CH:13]=1)[CH2:2][CH2:3][CH3:4]. The yield is 0.190. (3) The reactants are N1CCCCC1.FC(F)OC1C=C(C=CC=1OC(F)F)C=O.C(CC(N[C:30]1[CH:38]=[CH:37][C:36]([Br:39])=[CH:35][C:31]=1[C:32]([OH:34])=[O:33])=O)(O)=O. The catalyst is C1(C)C=CC=CC=1. The product is [Br:39][C:36]1[CH:37]=[CH:38][CH:30]=[C:31]([CH:35]=1)[C:32]([OH:34])=[O:33]. The yield is 0.450. (4) The reactants are [CH3:1][N:2]1[CH2:7][CH2:6][N:5]([CH:8]2[C:17]3[C:12](=[CH:13][CH:14]=[C:15]([C:18]4[CH:23]=[CH:22][N:21]=[CH:20][CH:19]=4)[CH:16]=3)[CH2:11][CH2:10][CH2:9]2)[CH2:4][CH2:3]1. The catalyst is C(O)(=O)C.CCO.O=[Pt]=O. The product is [CH3:1][N:2]1[CH2:3][CH2:4][N:5]([CH:8]2[C:17]3[C:12](=[CH:13][CH:14]=[C:15]([CH:18]4[CH2:23][CH2:22][NH:21][CH2:20][CH2:19]4)[CH:16]=3)[CH2:11][CH2:10][CH2:9]2)[CH2:6][CH2:7]1. The yield is 0.620.